From a dataset of Forward reaction prediction with 1.9M reactions from USPTO patents (1976-2016). Predict the product of the given reaction. (1) Given the reactants [I:1][C:2]1[CH:14]=[CH:13][C:12]2[C:11]3[C:6](=[CH:7][CH:8]=[CH:9][CH:10]=3)[C:5](=[O:15])[C:4]=2[CH:3]=1.C(O)(=O)C.C(O)(=O)C.IC1C=CC=CC=1.CC(OC(C)=O)=O.CC(O)=O.[Br:42]Br, predict the reaction product. The product is: [Br:42][C:8]1[CH:9]=[CH:10][C:11]2[C:12]3[C:4](=[CH:3][C:2]([I:1])=[CH:14][CH:13]=3)[C:5](=[O:15])[C:6]=2[CH:7]=1. (2) Given the reactants Br[C:2]1[CH:7]=[CH:6][CH:5]=[C:4]([O:8][CH2:9][CH3:10])[N:3]=1.C([Sn](CCCC)(CCCC)[C:16]1[N:20]2[CH:21]=[CH:22][C:23]([C:25]([F:28])([F:27])[F:26])=[N:24][C:19]2=[N:18][CH:17]=1)CCC, predict the reaction product. The product is: [CH2:9]([O:8][C:4]1[N:3]=[C:2]([C:16]2[N:20]3[CH:21]=[CH:22][C:23]([C:25]([F:26])([F:27])[F:28])=[N:24][C:19]3=[N:18][CH:17]=2)[CH:7]=[CH:6][CH:5]=1)[CH3:10]. (3) Given the reactants C([O:3][C:4]1[N:5]([C:23]2[CH:28]=[CH:27][CH:26]=[C:25]([C:29]([F:32])([F:31])[F:30])[CH:24]=2)[C:6]([CH3:22])=[C:7]([C:9]2[N:13]([C:14]3[CH:21]=[CH:20][C:17]([C:18]#[N:19])=[CH:16][CH:15]=3)[N:12]=[CH:11][N:10]=2)[N:8]=1)C.Cl, predict the reaction product. The product is: [CH3:22][C:6]1[N:5]([C:23]2[CH:28]=[CH:27][CH:26]=[C:25]([C:29]([F:31])([F:32])[F:30])[CH:24]=2)[C:4](=[O:3])[NH:8][C:7]=1[C:9]1[N:13]([C:14]2[CH:15]=[CH:16][C:17]([C:18]#[N:19])=[CH:20][CH:21]=2)[N:12]=[CH:11][N:10]=1. (4) Given the reactants Cl.[NH2:2][C@@H:3]1[CH2:5][C@H:4]1[C:6]1[CH:7]=[C:8]([CH:13]=[CH:14][CH:15]=1)[C:9]([O:11][CH3:12])=[O:10].C(=O)([O-])O.[Na+].[BH4-].[Na+].[C:31](O[C:31]([O:33][C:34]([CH3:37])([CH3:36])[CH3:35])=[O:32])([O:33][C:34]([CH3:37])([CH3:36])[CH3:35])=[O:32], predict the reaction product. The product is: [C:34]([O:33][C:31]([N:2]([CH2:6][CH:4]1[CH2:5][CH2:3]1)[C@@H:3]1[CH2:5][C@H:4]1[C:6]1[CH:7]=[C:8]([CH:13]=[CH:14][CH:15]=1)[C:9]([O:11][CH3:12])=[O:10])=[O:32])([CH3:35])([CH3:36])[CH3:37].